Dataset: CYP1A2 inhibition data for predicting drug metabolism from PubChem BioAssay. Task: Regression/Classification. Given a drug SMILES string, predict its absorption, distribution, metabolism, or excretion properties. Task type varies by dataset: regression for continuous measurements (e.g., permeability, clearance, half-life) or binary classification for categorical outcomes (e.g., BBB penetration, CYP inhibition). Dataset: cyp1a2_veith. (1) The molecule is C/C(=N\NC(=O)Cc1ccccc1)c1cccs1. The result is 1 (inhibitor). (2) The molecule is COCCn1c(=O)c(-c2cccs2)nc2cncnc21. The result is 1 (inhibitor). (3) The result is 0 (non-inhibitor). The drug is Cc1ccc([C@@H](O)c2cnc(C)n2Cc2ccccc2)cc1. (4) The compound is CCN(CC)CCOc1ccc(/C(=C(\Cl)c2ccccc2)c2ccccc2)cc1.O=C(O)CC(O)(CC(=O)O)C(=O)O. The result is 1 (inhibitor). (5) The drug is CC1CCN(CC[S-])CC1.Cl[Pt].O.O. The result is 0 (non-inhibitor). (6) The result is 1 (inhibitor). The compound is Cc1nnc2cc(-c3ccc(C(F)(F)F)cc3)cnn12. (7) The compound is O=C(Oc1ccccc1)N1CCC[C@@]2(CCN(Cc3nccs3)C2)C1. The result is 0 (non-inhibitor).